From a dataset of Forward reaction prediction with 1.9M reactions from USPTO patents (1976-2016). Predict the product of the given reaction. (1) Given the reactants [NH2:1][C:2]1[N:7]=[C:6]([NH2:8])[C:5]([OH:9])=[C:4]([CH2:10][CH3:11])[N:3]=1.O.[OH-].[Li+].Br[CH2:16][CH2:17][CH2:18][N:19]1[C:27]2[C:22](=[CH:23][CH:24]=[CH:25][CH:26]=2)[CH:21]=[CH:20]1, predict the reaction product. The product is: [NH2:1][C:2]1[N:7]=[C:6]([NH2:8])[C:5]([O:9][CH2:16][CH2:17][CH2:18][N:19]2[C:27]3[C:22](=[CH:23][CH:24]=[CH:25][CH:26]=3)[CH:21]=[CH:20]2)=[C:4]([CH2:10][CH3:11])[N:3]=1. (2) Given the reactants [Cl:1][C:2]1[CH:44]=[CH:43][C:5]([C:6]([NH:8][C:9]2[CH:10]=[N:11][C:12]([O:15][CH2:16][CH2:17][N:18]3[C:22]([NH:23]C(C4C=CC=CC=4)(C4C=CC=CC=4)C4C=CC=CC=4)=[CH:21][CH:20]=[N:19]3)=[CH:13][CH:14]=2)=[O:7])=[C:4]([N:45]([CH3:47])[CH3:46])[CH:3]=1.Cl, predict the reaction product. The product is: [NH2:23][C:22]1[N:18]([CH2:17][CH2:16][O:15][C:12]2[N:11]=[CH:10][C:9]([NH:8][C:6](=[O:7])[C:5]3[CH:43]=[CH:44][C:2]([Cl:1])=[CH:3][C:4]=3[N:45]([CH3:46])[CH3:47])=[CH:14][CH:13]=2)[N:19]=[CH:20][CH:21]=1. (3) Given the reactants [NH2:1][C:2]1[C:7]([F:8])=[C:6](Br)[N:5]=[C:4]([C:10]([O:12][CH3:13])=[O:11])[C:3]=1[Cl:14].[Cl:15][C:16]1[CH:21]=[CH:20][C:19](B2OCCCO2)=[C:18]([F:28])[C:17]=1[O:29][CH3:30].[F-].[K+], predict the reaction product. The product is: [NH2:1][C:2]1[C:7]([F:8])=[C:6]([C:19]2[CH:20]=[CH:21][C:16]([Cl:15])=[C:17]([O:29][CH3:30])[C:18]=2[F:28])[N:5]=[C:4]([C:10]([O:12][CH3:13])=[O:11])[C:3]=1[Cl:14]. (4) Given the reactants F[P-](F)(F)(F)(F)F.[N:8]1(OC(N(C)C)=[N+](C)C)[C:12]2[CH:13]=[CH:14][CH:15]=CC=2N=N1.[NH2:25][C:26]1[N:34]=[C:33]([C:35]([OH:37])=O)[N:32]=[C:31]2[C:27]=1[NH:28][C:29](=[O:45])[N:30]2[CH2:38][C:39]1[CH:44]=[CH:43][CH:42]=[CH:41][CH:40]=1.C(N(C(C)C)CC)(C)C.NCC1CC1, predict the reaction product. The product is: [CH:13]1([CH2:12][NH:8][C:35]([C:33]2[N:32]=[C:31]3[C:27]([NH:28][C:29](=[O:45])[N:30]3[CH2:38][C:39]3[CH:44]=[CH:43][CH:42]=[CH:41][CH:40]=3)=[C:26]([NH2:25])[N:34]=2)=[O:37])[CH2:15][CH2:14]1. (5) Given the reactants [F:1][C:2]1[CH:3]=[CH:4][C:5]2[N:9]=[CH:8][N:7]([CH2:10][C:11]([OH:13])=O)[C:6]=2[C:14]=1[F:15].[NH2:16][CH:17]([C:19]1[CH:24]=[CH:23][C:22]([C:25]([CH3:29])([CH3:28])[C:26]#[N:27])=[CH:21][C:20]=1[CH3:30])[CH3:18].CN(C(ON1N=NC2C=CC=NC1=2)=[N+](C)C)C.F[P-](F)(F)(F)(F)F, predict the reaction product. The product is: [C:26]([C:25]([C:22]1[CH:23]=[CH:24][C:19]([CH:17]([NH:16][C:11](=[O:13])[CH2:10][N:7]2[C:6]3[C:14]([F:15])=[C:2]([F:1])[CH:3]=[CH:4][C:5]=3[N:9]=[CH:8]2)[CH3:18])=[C:20]([CH3:30])[CH:21]=1)([CH3:28])[CH3:29])#[N:27]. (6) Given the reactants [Cl:1][C:2]1[CH:7]=[C:6]([CH3:8])[CH:5]=[CH:4][C:3]=1[NH:9][C:10]([CH2:12][C@@H:13]([C:20]1[O:24][N:23]=[C:22]([CH:25]2[CH2:28][CH:27]([CH2:29][C:30]([CH3:33])([CH3:32])[CH3:31])[CH2:26]2)[C:21]=1[CH:34]1[CH2:36][CH2:35]1)[CH2:14][CH2:15][C:16]([O:18]C)=[O:17])=[O:11].[OH-].[Na+], predict the reaction product. The product is: [Cl:1][C:2]1[CH:7]=[C:6]([CH3:8])[CH:5]=[CH:4][C:3]=1[NH:9][C:10]([CH2:12][C@@H:13]([C:20]1[O:24][N:23]=[C:22]([CH:25]2[CH2:26][CH:27]([CH2:29][C:30]([CH3:31])([CH3:32])[CH3:33])[CH2:28]2)[C:21]=1[CH:34]1[CH2:36][CH2:35]1)[CH2:14][CH2:15][C:16]([OH:18])=[O:17])=[O:11].